Task: Predict the product of the given reaction.. Dataset: Forward reaction prediction with 1.9M reactions from USPTO patents (1976-2016) (1) Given the reactants [N+]([C:4]1[CH:9]=[CH:8][C:7]([C:10]([NH:13][S:14]([C:17]2[C:18]3[C:19]4[C:23](=[CH:24][CH:25]=2)[NH:22][C:21](=[O:26])[C:20]=4[CH:27]=[CH:28][CH:29]=3)(=[O:16])=[O:15])(F)[CH3:11])=[CH:6][CH:5]=1)([O-])=O.[NH:30]1C2C3C(=CC=CC=3[C:31]1=O)C=CC=2.ClS(O)(=O)=[O:45], predict the reaction product. The product is: [C:31]([C:4]1[CH:9]=[CH:8][C:7]([C:10]([NH:13][S:14]([C:17]2[C:18]3[C:19]4[C:23](=[CH:24][CH:25]=2)[NH:22][C:21](=[O:26])[C:20]=4[CH:27]=[CH:28][CH:29]=3)(=[O:16])=[O:15])([OH:45])[CH3:11])=[CH:6][CH:5]=1)#[N:30]. (2) Given the reactants [F:1][C:2]1[CH:7]=[C:6]([O:8][C:9]2[C:18]3[C:13](=[CH:14][C:15]([O:23][CH3:24])=[C:16]([C:19]([O:21][CH3:22])=[O:20])[CH:17]=3)[N:12]=[CH:11][CH:10]=2)[CH:5]=[CH:4][C:3]=1[NH:25][C:26](=O)[O:27]C1C=CC=CC=1.[CH2:35]([NH2:37])[CH3:36], predict the reaction product. The product is: [CH3:22][O:21][C:19]([C:16]1[CH:17]=[C:18]2[C:13](=[CH:14][C:15]=1[O:23][CH3:24])[N:12]=[CH:11][CH:10]=[C:9]2[O:8][C:6]1[CH:5]=[CH:4][C:3]([NH:25][C:26]([NH:37][CH2:35][CH3:36])=[O:27])=[C:2]([F:1])[CH:7]=1)=[O:20]. (3) Given the reactants Br[C:2]1[CH:3]=[C:4](C2CC2)[C:5]2[O:12][C:9]3([CH2:11][CH2:10]3)[CH2:8][C:7]([CH3:14])([CH3:13])[C:6]=2[CH:15]=1.O1[CH2:23][CH2:22][CH2:21][CH2:20]1.[C:24]([Li])(C)(C)[CH3:25].[CH3:29][CH2:30][CH2:31][CH2:32][CH3:33].[C:34](=[O:36])=[O:35], predict the reaction product. The product is: [CH2:24]([C:4]1[CH:3]=[C:2]([C:29]#[C:30][C:31]2[CH:20]=[CH:21][C:22]([CH2:23][C:34]([OH:36])=[O:35])=[CH:33][CH:32]=2)[CH:15]=[C:6]2[C:5]=1[O:12][C:9]([CH3:11])([CH3:10])[CH2:8][C:7]2([CH3:13])[CH3:14])[CH3:25]. (4) Given the reactants [Br:1][C:2]1[CH:3]=[CH:4][C:5]2[S:9][CH:8]=[CH:7][C:6]=2[CH:10]=1.C([Li])(C)(C)C.[CH3:16][N:17]1[CH2:26][C:25](=[O:27])[C:24]2[C:19](=[CH:20][CH:21]=[CH:22][CH:23]=2)[CH2:18]1, predict the reaction product. The product is: [Br:1][C:2]1[CH:3]=[CH:4][C:5]2[S:9][C:8]([C:25]3([OH:27])[C:24]4[C:19](=[CH:20][CH:21]=[CH:22][CH:23]=4)[CH2:18][N:17]([CH3:16])[CH2:26]3)=[CH:7][C:6]=2[CH:10]=1. (5) Given the reactants CS(O[CH2:6][CH2:7][C:8]1[O:9][C:10]2[CH:16]=[CH:15][C:14]([C:17]3[CH:22]=[CH:21][C:20]([C:23]([N:25]4[CH2:30][CH2:29][O:28][CH2:27][CH2:26]4)=[O:24])=[CH:19][N:18]=3)=[CH:13][C:11]=2[CH:12]=1)(=O)=O.[NH:31]1[CH2:36][CH2:35][CH2:34][CH2:33][CH2:32]1, predict the reaction product. The product is: [N:31]1([CH2:6][CH2:7][C:8]2[O:9][C:10]3[CH:16]=[CH:15][C:14]([C:17]4[N:18]=[CH:19][C:20]([C:23]([N:25]5[CH2:30][CH2:29][O:28][CH2:27][CH2:26]5)=[O:24])=[CH:21][CH:22]=4)=[CH:13][C:11]=3[CH:12]=2)[CH2:36][CH2:35][CH2:34][CH2:33][CH2:32]1. (6) The product is: [C:53]([NH:2][CH2:3][C:4]1[CH:5]=[C:6]([C@@:11]([NH:33][C:34](=[O:46])[C:35]2[CH:40]=[CH:39][C:38]([F:41])=[C:37]([C:42]([F:45])([F:44])[F:43])[CH:36]=2)([C:19]2[CH:24]=[C:23]([O:25][C:26]([F:31])([F:30])[CH:27]([F:28])[F:29])[CH:22]=[C:21]([F:32])[CH:20]=2)[CH2:12][C:13]2[CH:14]=[CH:15][CH:16]=[CH:17][CH:18]=2)[CH:7]=[CH:8][C:9]=1[F:10])(=[O:55])[CH3:54]. Given the reactants Cl.[NH2:2][CH2:3][C:4]1[CH:5]=[C:6]([C@@:11]([NH:33][C:34](=[O:46])[C:35]2[CH:40]=[CH:39][C:38]([F:41])=[C:37]([C:42]([F:45])([F:44])[F:43])[CH:36]=2)([C:19]2[CH:24]=[C:23]([O:25][C:26]([F:31])([F:30])[CH:27]([F:29])[F:28])[CH:22]=[C:21]([F:32])[CH:20]=2)[CH2:12][C:13]2[CH:18]=[CH:17][CH:16]=[CH:15][CH:14]=2)[CH:7]=[CH:8][C:9]=1[F:10].N1C=CC=CC=1.[C:53](OC(=O)C)(=[O:55])[CH3:54].Cl, predict the reaction product.